This data is from Catalyst prediction with 721,799 reactions and 888 catalyst types from USPTO. The task is: Predict which catalyst facilitates the given reaction. (1) Reactant: [CH:1]([N-]C(C)C)([CH3:3])[CH3:2].[Li+].[CH3:9][O:10][C:11]([C:13]1([CH:20]([O:27][Si:28]([C:31]([CH3:34])([CH3:33])[CH3:32])([CH3:30])[CH3:29])[CH:21]2[CH2:26][CH2:25][CH2:24][CH2:23][CH2:22]2)[C:17]([CH3:18])=[CH:16][C:15](=[O:19])[NH:14]1)=[O:12].Cl[Si](C)(C)C.C(Br)C=C. Product: [CH3:9][O:10][C:11]([C:13]1([CH:20]([O:27][Si:28]([C:31]([CH3:34])([CH3:33])[CH3:32])([CH3:29])[CH3:30])[CH:21]2[CH2:26][CH2:25][CH2:24][CH2:23][CH2:22]2)[C:17](=[CH2:18])[CH:16]([CH2:3][CH:1]=[CH2:2])[C:15](=[O:19])[NH:14]1)=[O:12]. The catalyst class is: 7. (2) Reactant: [NH2:1][C:2]1[N:7]=[CH:6][C:5]([C:8]2[CH:9]=[C:10]([NH2:19])[C:11]([NH:14][C:15]([CH3:18])([CH3:17])[CH3:16])=[CH:12][CH:13]=2)=[CH:4][N:3]=1.[CH3:20][O:21][C:22]1[CH:23]=[CH:24][C:25]([C:30]2[O:34][N:33]=[C:32]([CH3:35])[N:31]=2)=[C:26]([CH:29]=1)[CH:27]=O.OOS([O-])=O.[K+]. Product: [C:15]([N:14]1[C:11]2[CH:12]=[CH:13][C:8]([C:5]3[CH:4]=[N:3][C:2]([NH2:1])=[N:7][CH:6]=3)=[CH:9][C:10]=2[N:19]=[C:27]1[C:26]1[CH:29]=[C:22]([O:21][CH3:20])[CH:23]=[CH:24][C:25]=1[C:30]1[O:34][N:33]=[C:32]([CH3:35])[N:31]=1)([CH3:16])([CH3:18])[CH3:17]. The catalyst class is: 18. (3) Reactant: CCN(CC)CC.Br[CH2:9][CH2:10][CH2:11][CH2:12][C:13](Cl)=[O:14].[NH2:16][C:17]1[CH:22]=[CH:21][C:20]([B:23]2[O:31][C:28]([CH3:30])([CH3:29])[C:25]([CH3:27])([CH3:26])[O:24]2)=[CH:19][CH:18]=1.[H-].[Na+]. Product: [CH3:29][C:28]1([CH3:30])[C:25]([CH3:26])([CH3:27])[O:24][B:23]([C:20]2[CH:21]=[CH:22][C:17]([N:16]3[CH2:9][CH2:10][CH2:11][CH2:12][C:13]3=[O:14])=[CH:18][CH:19]=2)[O:31]1. The catalyst class is: 59.